Predict which catalyst facilitates the given reaction. From a dataset of Catalyst prediction with 721,799 reactions and 888 catalyst types from USPTO. (1) Reactant: [Cl:1][C:2]1[CH:7]=[CH:6][C:5]([N:8]2[CH2:13][CH2:12][N:11]([C:14]3[N:15]=[C:16]([N:24]4[CH2:28][C@H:27]([OH:29])[CH2:26][C@H:25]4[C:30](O)=[O:31])[C:17]4[S:22](=[O:23])[CH2:21][CH2:20][C:18]=4[N:19]=3)[CH2:10][CH2:9]2)=[CH:4][CH:3]=1.C([N:36](C(C)C)CC)(C)C.N.O. Product: [Cl:1][C:2]1[CH:3]=[CH:4][C:5]([N:8]2[CH2:9][CH2:10][N:11]([C:14]3[N:15]=[C:16]([N:24]4[CH2:28][C@H:27]([OH:29])[CH2:26][C@H:25]4[C:30]([NH2:36])=[O:31])[C:17]4[S:22](=[O:23])[CH2:21][CH2:20][C:18]=4[N:19]=3)[CH2:12][CH2:13]2)=[CH:6][CH:7]=1. The catalyst class is: 9. (2) Reactant: [NH2:1][C:2]1[CH:3]=[C:4]([OH:11])[CH:5]=[CH:6][C:7]=1[N+:8]([O-:10])=[O:9].[OH-].[Na+].Cl.Cl[CH2:16][C:17]1[CH:26]=[CH:25][C:24]2[C:19](=[CH:20][CH:21]=[CH:22][CH:23]=2)[N:18]=1.CCOC(C)=O. Product: [N+:8]([C:7]1[CH:6]=[CH:5][C:4]([O:11][CH2:16][C:17]2[CH:26]=[CH:25][C:24]3[C:19](=[CH:20][CH:21]=[CH:22][CH:23]=3)[N:18]=2)=[CH:3][C:2]=1[NH2:1])([O-:10])=[O:9]. The catalyst class is: 10. (3) Reactant: P(Br)(Br)[Br:2].[Cl:5][C:6]1[CH:11]=[CH:10][CH:9]=[C:8]([CH3:12])[C:7]=1[S:13]([N:16]1[CH2:21][CH2:20][CH2:19][CH2:18][CH:17]1[CH2:22][CH2:23][CH2:24]O)(=[O:15])=[O:14]. Product: [Br:2][CH2:24][CH2:23][CH2:22][CH:17]1[CH2:18][CH2:19][CH2:20][CH2:21][N:16]1[S:13]([C:7]1[C:8]([CH3:12])=[CH:9][CH:10]=[CH:11][C:6]=1[Cl:5])(=[O:15])=[O:14]. The catalyst class is: 18. (4) Reactant: Br[C:2]1[S:6][C:5]([NH:7][C:8]([NH:10][C:11]2[C:16]([Cl:17])=[CH:15][CH:14]=[CH:13][C:12]=2[Cl:18])=[O:9])=[C:4]([C:19]([O:21][C:22]([CH3:25])([CH3:24])[CH3:23])=[O:20])[CH:3]=1.[F:26][C:27]1[CH:32]=[CH:31][C:30](B(O)O)=[CH:29][CH:28]=1.C([O-])([O-])=O.[Na+].[Na+]. Product: [Cl:18][C:12]1[CH:13]=[CH:14][CH:15]=[C:16]([Cl:17])[C:11]=1[NH:10][C:8]([NH:7][C:5]1[S:6][C:2]([C:30]2[CH:31]=[CH:32][C:27]([F:26])=[CH:28][CH:29]=2)=[CH:3][C:4]=1[C:19]([O:21][C:22]([CH3:25])([CH3:24])[CH3:23])=[O:20])=[O:9]. The catalyst class is: 628. (5) Reactant: Br[C:2]1[C:3]([CH3:36])=[C:4]([NH:8][C:9]([C:11]2[C:19]3[N:18]=[C:17]([CH2:20][O:21][CH3:22])[NH:16][C:15]=3[CH:14]=[C:13]([NH:23][C:24]([C:26]3[CH:31]=[CH:30][CH:29]=[CH:28][C:27]=3[C:32]([F:35])([F:34])[F:33])=[O:25])[CH:12]=2)=[O:10])[CH:5]=[CH:6][CH:7]=1.[CH3:37][N:38](C=O)C. Product: [C:37]([C:2]1[C:3]([CH3:36])=[C:4]([NH:8][C:9]([C:11]2[C:19]3[N:18]=[C:17]([CH2:20][O:21][CH3:22])[NH:16][C:15]=3[CH:14]=[C:13]([NH:23][C:24]([C:26]3[CH:31]=[CH:30][CH:29]=[CH:28][C:27]=3[C:32]([F:34])([F:33])[F:35])=[O:25])[CH:12]=2)=[O:10])[CH:5]=[CH:6][CH:7]=1)#[N:38]. The catalyst class is: 507. (6) Reactant: [C:1]1([C:7](=NNC(N)=S)[C:8]2[CH:13]=[CH:12][CH:11]=[C:10]([Br:14])[CH:9]=2)[CH:6]=[CH:5][CH:4]=[CH:3][CH:2]=1.C[OH:21].NNC(N)=S. Product: [C:1]1([C:7]([C:8]2[CH:13]=[CH:12][CH:11]=[C:10]([Br:14])[CH:9]=2)=[O:21])[CH:6]=[CH:5][CH:4]=[CH:3][CH:2]=1. The catalyst class is: 52.